Task: Predict the product of the given reaction.. Dataset: Forward reaction prediction with 1.9M reactions from USPTO patents (1976-2016) (1) Given the reactants [Cl:1][C:2]1[CH:7]=[C:6]([O:8][CH3:9])[C:5]([O:10][CH2:11][C:12]2[C:17]([O:18][CH3:19])=[CH:16][CH:15]=[C:14]([F:20])[C:13]=2[F:21])=[CH:4][C:3]=1[N:22]1[C:30](=[O:31])[NH:29][C:28]2[C:23]1=[N:24][C:25]([CH2:34]Cl)=[N:26][C:27]=2[O:32][CH3:33].[CH3:36][NH:37][CH3:38].[I-].[Na+].[Cl-].[NH4+], predict the reaction product. The product is: [Cl:1][C:2]1[CH:7]=[C:6]([O:8][CH3:9])[C:5]([O:10][CH2:11][C:12]2[C:17]([O:18][CH3:19])=[CH:16][CH:15]=[C:14]([F:20])[C:13]=2[F:21])=[CH:4][C:3]=1[N:22]1[C:30](=[O:31])[NH:29][C:28]2[C:23]1=[N:24][C:25]([CH2:34][N:37]([CH3:38])[CH3:36])=[N:26][C:27]=2[O:32][CH3:33]. (2) Given the reactants [NH:1]1[CH2:6][CH2:5][O:4][CH2:3][CH2:2]1.Cl[C:8]1[N:13]=[C:12]2[N:14]=[CH:15][CH:16]=[C:17]([O:18][C:19]3[CH:24]=[CH:23][C:22]([NH:25][C:26](=[O:32])[O:27][C:28]([CH3:31])([CH3:30])[CH3:29])=[C:21]([F:33])[CH:20]=3)[C:11]2=[N:10][CH:9]=1, predict the reaction product. The product is: [F:33][C:21]1[CH:20]=[C:19]([O:18][C:17]2[C:11]3[C:12](=[N:13][C:8]([N:1]4[CH2:6][CH2:5][O:4][CH2:3][CH2:2]4)=[CH:9][N:10]=3)[N:14]=[CH:15][CH:16]=2)[CH:24]=[CH:23][C:22]=1[NH:25][C:26](=[O:32])[O:27][C:28]([CH3:30])([CH3:29])[CH3:31]. (3) Given the reactants [OH:1][C:2]1[CH:7]=[CH:6][C:5]([CH2:8][NH:9][C:10](=[O:18])[C:11]2[CH:16]=[CH:15][CH:14]=[N:13][C:12]=2[NH2:17])=[CH:4][CH:3]=1.Cl[CH2:20][CH2:21][CH2:22][CH2:23][C:24]#[CH:25].C(=O)([O-])[O-].[Cs+].[Cs+].CN(C=O)C, predict the reaction product. The product is: [CH2:25]([O:1][C:2]1[CH:3]=[CH:4][C:5]([CH2:8][NH:9][C:10](=[O:18])[C:11]2[CH:16]=[CH:15][CH:14]=[N:13][C:12]=2[NH2:17])=[CH:6][CH:7]=1)[CH2:24][CH2:23][CH2:22][C:21]#[CH:20]. (4) The product is: [NH2:18][C:13]1[NH:14][C:5]2[C:4]([N+:1]([O-:3])=[O:2])=[CH:9][CH:8]=[CH:7][C:6]=2[N:11]=1. Given the reactants [N+:1]([C:4]1[CH:9]=[CH:8][C:7](N)=[C:6]([NH2:11])[CH:5]=1)([O-:3])=[O:2].Br[C:13]#[N:14].O.CC#[N:18], predict the reaction product. (5) Given the reactants Cl.[NH2:2][C:3]1[CH:4]=[C:5](B(O)O)[CH:6]=[CH:7][CH:8]=1.Br[C:13]1[CH:18]=[C:17]([O:19][CH3:20])[CH:16]=[CH:15][C:14]=1[C:21]([F:24])([F:23])[F:22].C([O-])([O-])=O.[Na+].[Na+], predict the reaction product. The product is: [CH3:20][O:19][C:17]1[CH:16]=[CH:15][C:14]([C:21]([F:22])([F:23])[F:24])=[C:13]([C:5]2[CH:6]=[CH:7][CH:8]=[C:3]([NH2:2])[CH:4]=2)[CH:18]=1. (6) Given the reactants C1(P(C2C=CC=CC=2)C2C=CC=CC=2)C=CC=CC=1.[Cl:20]N1C(=O)CCC1=O.[F:28][C:29]1[CH:34]=[C:33]([F:35])[CH:32]=[CH:31][C:30]=1[C:36]1[C:45]2[C:40](=[CH:41][C:42]([F:46])=[CH:43][CH:44]=2)[NH:39][C:38](=O)[N:37]=1, predict the reaction product. The product is: [Cl:20][C:38]1[N:37]=[C:36]([C:30]2[CH:31]=[CH:32][C:33]([F:35])=[CH:34][C:29]=2[F:28])[C:45]2[C:40](=[CH:41][C:42]([F:46])=[CH:43][CH:44]=2)[N:39]=1. (7) Given the reactants [CH3:1][O:2][C:3]1[CH:4]=[CH:5][C:6]([NH:11][C:12]([C:14]2[C:18]3[N:19]=[C:20](Cl)[N:21]=[CH:22][C:17]=3[S:16][CH:15]=2)=[O:13])=[N:7][C:8]=1[O:9][CH3:10].[C@@H:24]1([NH2:31])[CH2:29][CH2:28][CH2:27][CH2:26][C@@H:25]1[NH2:30].O.ClCCl, predict the reaction product. The product is: [CH3:1][O:2][C:3]1[CH:4]=[CH:5][C:6]([NH:11][C:12]([C:14]2[C:18]3[N:19]=[C:20]([NH:30][C@@H:25]4[CH2:26][CH2:27][CH2:28][CH2:29][C@@H:24]4[NH2:31])[N:21]=[CH:22][C:17]=3[S:16][CH:15]=2)=[O:13])=[N:7][C:8]=1[O:9][CH3:10]. (8) Given the reactants [N:1]1([C:7]2[N:8]=[C:9]([CH2:14][C:15]([O-:17])=O)[NH:10][C:11](=[O:13])[CH:12]=2)[CH2:6][CH2:5][O:4][CH2:3][CH2:2]1.[Na+].[NH2:19][C:20]1[CH:21]=[N:22][CH:23]=[CH:24][CH:25]=1, predict the reaction product. The product is: [N:1]1([C:7]2[N:8]=[C:9]([CH2:14][C:15]([NH:19][C:20]3[CH:21]=[N:22][CH:23]=[CH:24][CH:25]=3)=[O:17])[NH:10][C:11](=[O:13])[CH:12]=2)[CH2:2][CH2:3][O:4][CH2:5][CH2:6]1.